Dataset: Catalyst prediction with 721,799 reactions and 888 catalyst types from USPTO. Task: Predict which catalyst facilitates the given reaction. (1) Reactant: [OH:1][CH2:2][C:3]([CH3:32])([CH3:31])[C:4]([N:6]1[CH2:11][CH:10]=[C:9]([C:12]2[NH:30][C:15]3[N:16]=[CH:17][N:18]=[C:19]([NH:20][C:21]4[CH:29]=[CH:28][C:24]5[N:25]=[CH:26][S:27][C:23]=5[CH:22]=4)[C:14]=3[CH:13]=2)[CH2:8][CH2:7]1)=[O:5].C(Cl)CCl.CCOC(C)=O. Product: [CH3:31][C:3]([CH3:32])([CH:2]=[O:1])[C:4]([N:6]1[CH2:7][CH:8]=[C:9]([C:12]2[NH:30][C:15]3[N:16]=[CH:17][N:18]=[C:19]([NH:20][C:21]4[CH:29]=[CH:28][C:24]5[N:25]=[CH:26][S:27][C:23]=5[CH:22]=4)[C:14]=3[CH:13]=2)[CH2:10][CH2:11]1)=[O:5]. The catalyst class is: 16. (2) Reactant: [NH2:1][C:2]1[CH:3]=[C:4]([C:16](=[O:18])[CH3:17])[CH:5]=[CH:6][C:7]=1[NH:8][C:9]1[CH:14]=[CH:13][CH:12]=[C:11]([Br:15])[CH:10]=1.[CH:19](OCC)(OCC)OCC.C1(C)C=CC(S(O)(=O)=O)=CC=1. Product: [Br:15][C:11]1[CH:10]=[C:9]([N:8]2[C:7]3[CH:6]=[CH:5][C:4]([C:16](=[O:18])[CH3:17])=[CH:3][C:2]=3[N:1]=[CH:19]2)[CH:14]=[CH:13][CH:12]=1. The catalyst class is: 1. (3) Reactant: [H-].[Na+].[N:3]1([CH2:8][CH2:9][OH:10])[CH2:7][CH2:6][CH2:5][CH2:4]1.Br[C:12]1[CH:17]=[CH:16][C:15]([Br:18])=[CH:14][N:13]=1. Product: [Br:18][C:15]1[CH:16]=[CH:17][C:12]([O:10][CH2:9][CH2:8][N:3]2[CH2:7][CH2:6][CH2:5][CH2:4]2)=[N:13][CH:14]=1. The catalyst class is: 18.